From a dataset of Full USPTO retrosynthesis dataset with 1.9M reactions from patents (1976-2016). Predict the reactants needed to synthesize the given product. (1) Given the product [C:45]([N:26]1[CH2:25][CH2:24][CH:23]([CH:19]([NH:18][S:15]([C:12]2[CH:11]=[CH:10][C:9]([C:6]3[CH:5]=[CH:4][C:3]([O:2][CH3:1])=[CH:8][CH:7]=3)=[CH:14][CH:13]=2)(=[O:17])=[O:16])[C:20]([OH:22])=[O:21])[CH2:28][CH2:27]1)(=[O:46])[CH:44]([CH3:48])[CH3:43], predict the reactants needed to synthesize it. The reactants are: [CH3:1][O:2][C:3]1[CH:8]=[CH:7][C:6]([C:9]2[CH:14]=[CH:13][C:12]([S:15]([NH:18][CH:19]([CH:23]3[CH2:28][CH2:27][NH:26][CH2:25][CH2:24]3)[C:20]([OH:22])=[O:21])(=[O:17])=[O:16])=[CH:11][CH:10]=2)=[CH:5][CH:4]=1.O1CCOCC1.O.C(N(CC)CC)C.[CH3:43][CH:44]([CH3:48])[C:45](Cl)=[O:46]. (2) Given the product [CH2:31]([C:2]1[O:6][C:5]([CH:7]([O:10][C:11]2[C:12]([F:21])=[C:13]([C:17]([F:20])=[CH:18][CH:19]=2)[C:14]([NH2:16])=[O:15])[CH2:8][CH3:9])=[N:4][C:3]=1[C:22]1[CH:27]=[CH:26][C:25]([Cl:28])=[CH:24][CH:23]=1)[CH:30]=[CH2:29], predict the reactants needed to synthesize it. The reactants are: Br[C:2]1[O:6][C:5]([CH:7]([O:10][C:11]2[C:12]([F:21])=[C:13]([C:17]([F:20])=[CH:18][CH:19]=2)[C:14]([NH2:16])=[O:15])[CH2:8][CH3:9])=[N:4][C:3]=1[C:22]1[CH:27]=[CH:26][C:25]([Cl:28])=[CH:24][CH:23]=1.[CH2:29]([Sn](CCCC)(CCCC)CCCC)[CH:30]=[CH2:31].O. (3) Given the product [C:11]([O:15][C:16](=[O:47])[NH:17][CH2:18][CH2:19][CH2:20][N:21]([CH:22]([C:26]1[N:27]([CH2:41][C:42]2[S:43][CH:44]=[CH:45][CH:46]=2)[C:28](=[O:40])[C:29]2[CH:30]=[C:31]3[CH:38]=[C:37]([Br:39])[NH:36][C:32]3=[CH:33][C:34]=2[N:35]=1)[CH:23]([CH3:25])[CH3:24])[C:6](=[O:7])[C:5]1[CH:9]=[CH:10][C:2]([CH3:1])=[CH:3][CH:4]=1)([CH3:13])([CH3:14])[CH3:12], predict the reactants needed to synthesize it. The reactants are: [CH3:1][C:2]1[CH:10]=[CH:9][C:5]([C:6](Cl)=[O:7])=[CH:4][CH:3]=1.[C:11]([O:15][C:16](=[O:47])[NH:17][CH2:18][CH2:19][CH2:20][NH:21][CH:22]([C:26]1[N:27]([CH2:41][C:42]2[S:43][CH:44]=[CH:45][CH:46]=2)[C:28](=[O:40])[C:29]2[CH:30]=[C:31]3[CH:38]=[C:37]([Br:39])[NH:36][C:32]3=[CH:33][C:34]=2[N:35]=1)[CH:23]([CH3:25])[CH3:24])([CH3:14])([CH3:13])[CH3:12].C(N(CC)CC)C.